Task: Regression. Given two drug SMILES strings and cell line genomic features, predict the synergy score measuring deviation from expected non-interaction effect.. Dataset: NCI-60 drug combinations with 297,098 pairs across 59 cell lines Drug 1: CS(=O)(=O)C1=CC(=C(C=C1)C(=O)NC2=CC(=C(C=C2)Cl)C3=CC=CC=N3)Cl. Cell line: HS 578T. Drug 2: C1=CN(C=N1)CC(O)(P(=O)(O)O)P(=O)(O)O. Synergy scores: CSS=19.7, Synergy_ZIP=-1.81, Synergy_Bliss=15.6, Synergy_Loewe=1.20, Synergy_HSA=9.36.